This data is from Full USPTO retrosynthesis dataset with 1.9M reactions from patents (1976-2016). The task is: Predict the reactants needed to synthesize the given product. Given the product [C:1]([O:5][C:6](=[O:20])[NH:7][C:8]1[CH:13]=[C:12]([N:21]2[CH2:26][CH2:25][CH2:24][CH2:23][CH2:22]2)[C:11]([C:15]#[N:16])=[CH:10][C:9]=1[N+:17]([O-:19])=[O:18])([CH3:4])([CH3:3])[CH3:2], predict the reactants needed to synthesize it. The reactants are: [C:1]([O:5][C:6](=[O:20])[NH:7][C:8]1[CH:13]=[C:12](F)[C:11]([C:15]#[N:16])=[CH:10][C:9]=1[N+:17]([O-:19])=[O:18])([CH3:4])([CH3:3])[CH3:2].[NH:21]1[CH2:26][CH2:25][CH2:24][CH2:23][CH2:22]1.